Dataset: Catalyst prediction with 721,799 reactions and 888 catalyst types from USPTO. Task: Predict which catalyst facilitates the given reaction. Reactant: [CH3:1][C:2]1[CH:3]=[N:4][CH:5]=[C:6]([CH3:17])[C:7]=1[C:8]1[C:13]([CH3:14])=[CH:12][C:11]([OH:15])=[CH:10][C:9]=1[CH3:16].[I:18][CH3:19]. Product: [I-:18].[OH:15][C:11]1[CH:12]=[C:13]([CH3:14])[C:8]([C:7]2[C:6]([CH3:17])=[CH:5][N+:4]([CH3:19])=[CH:3][C:2]=2[CH3:1])=[C:9]([CH3:16])[CH:10]=1. The catalyst class is: 5.